From a dataset of Peptide-MHC class II binding affinity with 134,281 pairs from IEDB. Regression. Given a peptide amino acid sequence and an MHC pseudo amino acid sequence, predict their binding affinity value. This is MHC class II binding data. The peptide sequence is YEAFVLHFSEALRII. The MHC is HLA-DQA10101-DQB10501 with pseudo-sequence HLA-DQA10101-DQB10501. The binding affinity (normalized) is 0.979.